From a dataset of NCI-60 drug combinations with 297,098 pairs across 59 cell lines. Regression. Given two drug SMILES strings and cell line genomic features, predict the synergy score measuring deviation from expected non-interaction effect. (1) Drug 1: C1=CC(=CC=C1C#N)C(C2=CC=C(C=C2)C#N)N3C=NC=N3. Drug 2: C1C(C(OC1N2C=NC3=C(N=C(N=C32)Cl)N)CO)O. Cell line: OVCAR-4. Synergy scores: CSS=6.56, Synergy_ZIP=-1.06, Synergy_Bliss=-0.847, Synergy_Loewe=-4.68, Synergy_HSA=-2.75. (2) Drug 1: CC1=CC2C(CCC3(C2CCC3(C(=O)C)OC(=O)C)C)C4(C1=CC(=O)CC4)C. Drug 2: CN(C)C1=NC(=NC(=N1)N(C)C)N(C)C. Cell line: 786-0. Synergy scores: CSS=3.33, Synergy_ZIP=3.72, Synergy_Bliss=6.10, Synergy_Loewe=2.96, Synergy_HSA=3.00.